From a dataset of Full USPTO retrosynthesis dataset with 1.9M reactions from patents (1976-2016). Predict the reactants needed to synthesize the given product. (1) Given the product [CH3:1][S:2]([O:5][CH:15]([C:12]1[CH:13]=[CH:14][O:10][N:11]=1)[CH3:16])(=[O:4])=[O:3], predict the reactants needed to synthesize it. The reactants are: [CH3:1][S:2]([O:5]S(C)(=O)=O)(=[O:4])=[O:3].[O:10]1[CH:14]=[CH:13][C:12]([CH:15](O)[CH3:16])=[N:11]1.C(N(CC)CC)C.C(OCC)(=O)C. (2) The reactants are: [CH3:1][O:2][C:3]([C@@H:5]1[CH2:9][C@@H:8]([S:10]([C:13]2[CH:18]=[CH:17][C:16]([F:19])=[CH:15][C:14]=2[C:20]([F:23])([F:22])[F:21])(=[O:12])=[O:11])[CH2:7][N:6]1[C:24](=O)[CH2:25][C:26](=[O:28])[CH3:27])=[O:4].COC1C=CC(P2(SP(C3C=CC(OC)=CC=3)(=S)S2)=[S:39])=CC=1. Given the product [CH3:1][O:2][C:3]([C@@H:5]1[CH2:9][C@@H:8]([S:10]([C:13]2[CH:18]=[CH:17][C:16]([F:19])=[CH:15][C:14]=2[C:20]([F:23])([F:22])[F:21])(=[O:12])=[O:11])[CH2:7][N:6]1[C:24](=[S:39])[CH2:25][C:26](=[O:28])[CH3:27])=[O:4], predict the reactants needed to synthesize it. (3) Given the product [N:1]1[C:10]2[C:5](=[CH:6][CH:7]=[CH:8][CH:9]=2)[C:4](/[CH:11]=[CH:21]/[CH:22]=[O:23])=[CH:3][CH:2]=1, predict the reactants needed to synthesize it. The reactants are: [N:1]1[C:10]2[C:5](=[CH:6][CH:7]=[CH:8][CH:9]=2)[C:4]([CH:11]=O)=[CH:3][CH:2]=1.N1(C2C=C[C:21]([CH:22]=[O:23])=CC=2)C=CC=N1. (4) Given the product [CH3:24][Si:21]([CH3:22])([CH3:23])[O:20][C@H:13]1[CH2:14][C@@H:15]1[CH2:16][CH2:17][CH2:18][CH:4]=[CH2:5], predict the reactants needed to synthesize it. The reactants are: C([Zn][CH2:4][CH3:5])C.C1(C)C=CC=CC=1.[CH:13](/[O:20][Si:21]([CH3:24])([CH3:23])[CH3:22])=[CH:14]\[CH2:15][CH2:16][CH2:17][CH:18]=C.ICI. (5) Given the product [Cl:1][C:2]1[CH:9]=[C:8]([N:10]([CH2:16][C:17]2[CH:22]=[CH:21][CH:20]=[CH:19][C:18]=2[Cl:23])[C@H:11]2[CH2:15][CH2:14][N:13]([S:31]([C:28]3[CH:29]=[CH:30][C:25]([F:24])=[CH:26][CH:27]=3)(=[O:33])=[O:32])[CH2:12]2)[CH:7]=[CH:6][C:3]=1[C:4]#[N:5], predict the reactants needed to synthesize it. The reactants are: [Cl:1][C:2]1[CH:9]=[C:8]([N:10]([CH2:16][C:17]2[CH:22]=[CH:21][CH:20]=[CH:19][C:18]=2[Cl:23])[C@H:11]2[CH2:15][CH2:14][NH:13][CH2:12]2)[CH:7]=[CH:6][C:3]=1[C:4]#[N:5].[F:24][C:25]1[CH:30]=[CH:29][C:28]([S:31](Cl)(=[O:33])=[O:32])=[CH:27][CH:26]=1.